Dataset: Full USPTO retrosynthesis dataset with 1.9M reactions from patents (1976-2016). Task: Predict the reactants needed to synthesize the given product. (1) Given the product [F:1][C:2]1[CH:7]=[CH:6][CH:5]=[CH:4][C:3]=1[C:8]1[C:9]2[C:10]3[C:15](=[CH:14][CH:13]=[CH:12][CH:11]=3)[NH:16][C:17]=2[C:18]([C:21]([NH2:23])=[O:22])=[CH:19][CH:20]=1, predict the reactants needed to synthesize it. The reactants are: [F:1][C:2]1[CH:7]=[CH:6][CH:5]=[CH:4][C:3]=1[C:8]1[CH:20]=[CH:19][C:18]([C:21]([NH2:23])=[O:22])=[C:17]2[C:9]=1[C:10]1[CH2:11][CH2:12][CH2:13][CH2:14][C:15]=1[NH:16]2.ClC1C(=O)C(C#N)=C(C#N)C(=O)C=1Cl. (2) The reactants are: [N+:1]([C:4]1[CH:15]=[C:8]2[C:9]([O:11][C:12](=O)[NH:13][C:7]2=[CH:6][CH:5]=1)=[O:10])([O-:3])=[O:2].C[O-].[Na+].[CH:19]1([C:22](Cl)=[O:23])[CH2:21][CH2:20]1.O. Given the product [CH3:12][O:11][C:9](=[O:10])[C:8]1[CH:15]=[C:4]([N+:1]([O-:3])=[O:2])[CH:5]=[CH:6][C:7]=1[NH:13][C:22]([CH:19]1[CH2:21][CH2:20]1)=[O:23], predict the reactants needed to synthesize it.